Dataset: Catalyst prediction with 721,799 reactions and 888 catalyst types from USPTO. Task: Predict which catalyst facilitates the given reaction. (1) Reactant: [Si:1]([O:8][CH2:9][C@@H:10]1[CH:15]=[C:14]([CH2:16][OH:17])[C@H:13]([OH:18])[CH2:12][N:11]1[C:19]([O:21][C:22]([CH3:25])([CH3:24])[CH3:23])=[O:20])([C:4]([CH3:7])([CH3:6])[CH3:5])([CH3:3])[CH3:2].N1C=CC=CC=1.Cl[C:33]([O:35][CH2:36][CH3:37])=[O:34]. Product: [Si:1]([O:8][CH2:9][C@@H:10]1[CH:15]=[C:14]([CH2:16][O:17][C:33]([O:35][CH2:36][CH3:37])=[O:34])[C@H:13]([OH:18])[CH2:12][N:11]1[C:19]([O:21][C:22]([CH3:25])([CH3:24])[CH3:23])=[O:20])([C:4]([CH3:7])([CH3:6])[CH3:5])([CH3:3])[CH3:2]. The catalyst class is: 4. (2) Reactant: C(OC(=O)[NH:7][C:8]1[CH:13]=[CH:12][C:11]([CH3:14])=[C:10]([NH:15][C:16]2[C:21]([C:22]3[CH:27]=[CH:26][N:25]=[CH:24][N:23]=3)=[CH:20][CH:19]=[CH:18][N:17]=2)[CH:9]=1)(C)(C)C.C(Cl)Cl.C(O)(C(F)(F)F)=O. Product: [CH3:14][C:11]1[CH:12]=[CH:13][C:8]([NH2:7])=[CH:9][C:10]=1[NH:15][C:16]1[C:21]([C:22]2[CH:27]=[CH:26][N:25]=[CH:24][N:23]=2)=[CH:20][CH:19]=[CH:18][N:17]=1. The catalyst class is: 25. (3) Reactant: [C:1]([O:5][C:6](=[O:22])[CH2:7][CH2:8][O:9][CH2:10][CH2:11][O:12][CH2:13][CH2:14][O:15][CH2:16][CH2:17][O:18][CH2:19][CH2:20]O)([CH3:4])([CH3:3])[CH3:2].P(Br)(Br)[Br:24].O. Product: [C:1]([O:5][C:6](=[O:22])[CH2:7][CH2:8][O:9][CH2:10][CH2:11][O:12][CH2:13][CH2:14][O:15][CH2:16][CH2:17][O:18][CH2:19][CH2:20][Br:24])([CH3:4])([CH3:3])[CH3:2]. The catalyst class is: 17. (4) Reactant: [Cl-].[Cr+3:2].[Cl-].[Cl-].[O:5]=[C:6]1[O:12][C@H:11]([C@H:13]([CH2:15][OH:16])[OH:14])[C:9]([OH:10])=[C:7]1[OH:8]. Product: [O:5]=[C:6]1[O:12][C@H:11]([C@H:13]([CH2:15][OH:16])[OH:14])[C:9]([O-:10])=[C:7]1[OH:8].[Cr+3:2].[O:5]=[C:6]1[O:12][C@H:11]([C@H:13]([CH2:15][OH:16])[OH:14])[C:9]([O-:10])=[C:7]1[OH:8].[O:5]=[C:6]1[O:12][C@H:11]([C@H:13]([CH2:15][OH:16])[OH:14])[C:9]([O-:10])=[C:7]1[OH:8]. The catalyst class is: 6.